This data is from Catalyst prediction with 721,799 reactions and 888 catalyst types from USPTO. The task is: Predict which catalyst facilitates the given reaction. (1) Reactant: C(O[CH:4]=[N:5][C:6]1[S:15][C:9]2[CH2:10][N:11]([CH3:14])[CH2:12][CH2:13][C:8]=2[C:7]=1[C:16]([O:18]CC)=O)C.[CH2:21]([CH2:23][NH2:24])[OH:22]. Product: [OH:22][CH2:21][CH2:23][N:24]1[C:16](=[O:18])[C:7]2[C:8]3[CH2:13][CH2:12][N:11]([CH3:14])[CH2:10][C:9]=3[S:15][C:6]=2[N:5]=[CH:4]1. The catalyst class is: 8. (2) Reactant: [CH3:1][O:2][C:3](=[O:11])/[C:4](/[CH3:10])=[CH:5]\[C:6]([O:8][CH3:9])=[O:7].[Br:12]N1C(=O)CCC1=O. Product: [CH3:1][O:2][C:3](=[O:11])/[C:4](/[CH2:10][Br:12])=[CH:5]/[C:6]([O:8][CH3:9])=[O:7]. The catalyst class is: 734. (3) Reactant: C([O:3][C:4]([C:6]1([C:9]2[CH:14]=[CH:13][C:12]([C:15]3[CH:20]=[CH:19][C:18]([C:21]4[S:22][C:23]([F:38])=[CH:24][C:25]=4[NH:26][C:27]([O:29][CH:30]([C:32]4[C:36]([Cl:37])=[CH:35][S:34][CH:33]=4)[CH3:31])=[O:28])=[CH:17][CH:16]=3)=[CH:11][CH:10]=2)[CH2:8][CH2:7]1)=[O:5])C.[OH-].[Na+].Cl. Product: [Cl:37][C:36]1[C:32]([CH:30]([O:29][C:27]([NH:26][C:25]2[CH:24]=[C:23]([F:38])[S:22][C:21]=2[C:18]2[CH:17]=[CH:16][C:15]([C:12]3[CH:13]=[CH:14][C:9]([C:6]4([C:4]([OH:5])=[O:3])[CH2:7][CH2:8]4)=[CH:10][CH:11]=3)=[CH:20][CH:19]=2)=[O:28])[CH3:31])=[CH:33][S:34][CH:35]=1. The catalyst class is: 32. (4) Reactant: [Cl:1][C:2]1[CH:3]=[C:4]([CH:9]([CH:19]([OH:34])[C:20]2[CH:25]=[CH:24][CH:23]=[C:22]([NH:26][S:27]([C:30]([F:33])([F:32])[F:31])(=[O:29])=[O:28])[CH:21]=2)[CH2:10][NH:11][C:12](=O)OC(C)(C)C)[CH:5]=[CH:6][C:7]=1[Cl:8].NC1C=C(C(O)C(C2C=CC(Cl)=C(Cl)C=2)CNC(=O)OC(C)(C)C)C=CC=1.C(N(CC)CC)C.FC(F)(F)S(OS(C(F)(F)F)(=O)=O)(=O)=O. Product: [Cl:1][C:2]1[CH:3]=[C:4]([C@H:9]([CH2:10][NH:11][CH3:12])[C@H:19]([C:20]2[CH:21]=[C:22]([NH:26][S:27]([C:30]([F:33])([F:31])[F:32])(=[O:28])=[O:29])[CH:23]=[CH:24][CH:25]=2)[OH:34])[CH:5]=[CH:6][C:7]=1[Cl:8]. The catalyst class is: 4.